Dataset: Full USPTO retrosynthesis dataset with 1.9M reactions from patents (1976-2016). Task: Predict the reactants needed to synthesize the given product. The reactants are: C(OC(=O)[NH:7][CH2:8][C:9]1[CH:14]=[CH:13][C:12]([C:15]2[CH:20]=[CH:19][CH:18]=[C:17]([O:21][C:22]3[CH:27]=[CH:26][N:25]=[C:24]([C:28]#[N:29])[N:23]=3)[CH:16]=2)=[CH:11][CH:10]=1)(C)(C)C. Given the product [NH2:7][CH2:8][C:9]1[CH:14]=[CH:13][C:12]([C:15]2[CH:20]=[CH:19][CH:18]=[C:17]([O:21][C:22]3[CH:27]=[CH:26][N:25]=[C:24]([C:28]#[N:29])[N:23]=3)[CH:16]=2)=[CH:11][CH:10]=1, predict the reactants needed to synthesize it.